This data is from Peptide-MHC class I binding affinity with 185,985 pairs from IEDB/IMGT. The task is: Regression. Given a peptide amino acid sequence and an MHC pseudo amino acid sequence, predict their binding affinity value. This is MHC class I binding data. (1) The peptide sequence is SIEQNLTDT. The MHC is HLA-A68:02 with pseudo-sequence HLA-A68:02. The binding affinity (normalized) is 0.0390. (2) The peptide sequence is VAACSRLTI. The MHC is H-2-Kb with pseudo-sequence H-2-Kb. The binding affinity (normalized) is 0.454. (3) The peptide sequence is LLSKNTFYL. The MHC is HLA-A02:19 with pseudo-sequence HLA-A02:19. The binding affinity (normalized) is 0.898. (4) The peptide sequence is MARPADASM. The MHC is HLA-A80:01 with pseudo-sequence HLA-A80:01. The binding affinity (normalized) is 0.0847. (5) The peptide sequence is KLFAAETLK. The MHC is HLA-A68:02 with pseudo-sequence HLA-A68:02. The binding affinity (normalized) is 0. (6) The peptide sequence is IIIFFIVLI. The MHC is HLA-A32:01 with pseudo-sequence HLA-A32:01. The binding affinity (normalized) is 0.758. (7) The peptide sequence is SYREAACCHL. The MHC is HLA-A23:01 with pseudo-sequence HLA-A23:01. The binding affinity (normalized) is 0.402.